This data is from Catalyst prediction with 721,799 reactions and 888 catalyst types from USPTO. The task is: Predict which catalyst facilitates the given reaction. Reactant: C(=O)([O-])[O-].[Cs+].[Cs+].Cl.[CH2:8]1[C:13]2([CH2:18][CH2:17][N:16]([C:19]([O:21][C:22]([CH3:25])([CH3:24])[CH3:23])=[O:20])[CH2:15][CH2:14]2)[CH2:12][NH:11][CH2:10][CH2:9]1.Br[CH2:27][CH2:28][C:29]#[CH:30]. Product: [CH2:30]([N:11]1[CH2:12][C:13]2([CH2:14][CH2:15][N:16]([C:19]([O:21][C:22]([CH3:25])([CH3:24])[CH3:23])=[O:20])[CH2:17][CH2:18]2)[CH2:8][CH2:9][CH2:10]1)[CH2:29][C:28]#[CH:27]. The catalyst class is: 10.